This data is from Reaction yield outcomes from USPTO patents with 853,638 reactions. The task is: Predict the reaction yield, written as a fraction of the theoretical maximum amount of product (1.0 means a 100% yield; for example, 0.34 means a 34% yield). (1) The yield is 0.930. The product is [C:1]([O:5][C:6](=[O:37])[N:7]([CH2:12][C:13]1[N:17]([CH3:18])[C:16]([C:19]2[S:27][C:26]3[C:21](=[N:22][CH:23]=[CH:24][C:25]=3[O:28][C:29]3[CH:34]=[CH:33][C:32]([NH:35][C:47]([NH:46][C:40]4[CH:41]=[CH:42][C:43]([F:45])=[CH:44][C:39]=4[F:38])=[O:48])=[CH:31][C:30]=3[F:36])[CH:20]=2)=[N:15][CH:14]=1)[CH2:8][CH2:9][O:10][CH3:11])([CH3:4])([CH3:2])[CH3:3]. The catalyst is C(Cl)Cl. The reactants are [C:1]([O:5][C:6](=[O:37])[N:7]([CH2:12][C:13]1[N:17]([CH3:18])[C:16]([C:19]2[S:27][C:26]3[C:21](=[N:22][CH:23]=[CH:24][C:25]=3[O:28][C:29]3[CH:34]=[CH:33][C:32]([NH2:35])=[CH:31][C:30]=3[F:36])[CH:20]=2)=[N:15][CH:14]=1)[CH2:8][CH2:9][O:10][CH3:11])([CH3:4])([CH3:3])[CH3:2].[F:38][C:39]1[CH:44]=[C:43]([F:45])[CH:42]=[CH:41][C:40]=1[N:46]=[C:47]=[O:48]. (2) The reactants are CC([Si](C)(C)[O:6][C:7]1[C:8]([F:17])=[C:9]([CH2:14][C:15]#[N:16])[CH:10]=[C:11]([F:13])[CH:12]=1)(C)C.[F-].[K+].[CH3:22][O:23][CH2:24]Cl. The catalyst is CN(C)C=O. The product is [F:17][C:8]1[C:7]([O:6][CH2:22][O:23][CH3:24])=[CH:12][C:11]([F:13])=[CH:10][C:9]=1[CH2:14][C:15]#[N:16]. The yield is 0.950. (3) The reactants are Br[C:2]1[N:3]([S:11]([C:14]2[CH:15]=[N:16][CH:17]=[CH:18][CH:19]=2)(=[O:13])=[O:12])[CH:4]=[C:5]2[C:9](=[O:10])[CH2:8][CH2:7][C:6]=12.[F:20][C:21]1[CH:26]=[CH:25][CH:24]=[CH:23][C:22]=1OB(O)O. The catalyst is COCCOC.C(=O)([O-])[O-].[Na+].[Na+]. The product is [F:20][C:21]1[CH:26]=[CH:25][CH:24]=[CH:23][C:22]=1[C:2]1[N:3]([S:11]([C:14]2[CH:15]=[N:16][CH:17]=[CH:18][CH:19]=2)(=[O:13])=[O:12])[CH:4]=[C:5]2[C:9](=[O:10])[CH2:8][CH2:7][C:6]=12. The yield is 0.478. (4) The reactants are [Br:1][C:2]1[CH:18]=[CH:17][C:5]([CH2:6][NH:7][C:8](=[NH:16])[CH:9](OCC)OCC)=[CH:4][CH:3]=1.[OH-].[Na+]. The catalyst is S(=O)(=O)(O)O. The product is [Br:1][C:2]1[CH:18]=[C:17]2[C:5](=[CH:4][CH:3]=1)[CH:6]=[N:7][C:8]([NH2:16])=[CH:9]2. The yield is 0.400. (5) The reactants are [C:1]([C:3]1[CH:8]=[CH:7][C:6]([N:9]2[C:13](=[O:14])[C:12]([CH3:16])([CH3:15])[N:11]([CH2:17][CH2:18][CH2:19][C:20](O)=[O:21])[C:10]2=[S:23])=[CH:5][C:4]=1[C:24]([F:27])([F:26])[F:25])#[N:2].C(Cl)CCl.C1C=CC2N(O)N=NC=2C=1.[C:42]12([CH2:52][CH2:53][O:54][CH2:55][CH2:56][O:57][CH2:58][CH2:59][NH2:60])[CH2:51][CH:46]3[CH2:47][CH:48]([CH2:50][CH:44]([CH2:45]3)[CH2:43]1)[CH2:49]2. The catalyst is C(Cl)Cl. The product is [C:42]12([CH2:52][CH2:53][O:54][CH2:55][CH2:56][O:57][CH2:58][CH2:59][NH:60][C:20](=[O:21])[CH2:19][CH2:18][CH2:17][N:11]3[C:12]([CH3:15])([CH3:16])[C:13](=[O:14])[N:9]([C:6]4[CH:7]=[CH:8][C:3]([C:1]#[N:2])=[C:4]([C:24]([F:25])([F:26])[F:27])[CH:5]=4)[C:10]3=[S:23])[CH2:51][CH:46]3[CH2:45][CH:44]([CH2:50][CH:48]([CH2:47]3)[CH2:49]1)[CH2:43]2. The yield is 0.400. (6) The catalyst is CN(C=O)C.Cl[Pd](Cl)([P](C1C=CC=CC=1)(C1C=CC=CC=1)C1C=CC=CC=1)[P](C1C=CC=CC=1)(C1C=CC=CC=1)C1C=CC=CC=1. The product is [C:1]([O:5][C:6]([NH:8][C@@H:9]([CH2:42][C:43]1[CH:48]=[CH:47][CH:46]=[CH:45][CH:44]=1)[CH2:10][C@@H:11]1[O:15][C:14]([CH3:16])([CH3:17])[N:13]([C:18]([O:20][CH2:21][C:22]2[CH:23]=[CH:24][CH:25]=[CH:26][CH:27]=2)=[O:19])[C@H:12]1[CH2:28][C:29]1[CH:30]=[CH:31][C:32]([C:55]2[CH:54]=[CH:53][C:52]([CH3:51])=[CH:57][N:56]=2)=[CH:33][CH:34]=1)=[O:7])([CH3:2])([CH3:3])[CH3:4]. The yield is 0.420. The reactants are [C:1]([O:5][C:6]([NH:8][C@@H:9]([CH2:42][C:43]1[CH:48]=[CH:47][CH:46]=[CH:45][CH:44]=1)[CH2:10][C@@H:11]1[O:15][C:14]([CH3:17])([CH3:16])[N:13]([C:18]([O:20][CH2:21][C:22]2[CH:27]=[CH:26][CH:25]=[CH:24][CH:23]=2)=[O:19])[C@H:12]1[CH2:28][C:29]1[CH:34]=[CH:33][C:32](OC(=O)C(F)(F)F)=[CH:31][CH:30]=1)=[O:7])([CH3:4])([CH3:3])[CH3:2].[Li+].[Cl-].[CH3:51][C:52]1[CH:53]=[CH:54][C:55]([Sn](CCCC)(CCCC)CCCC)=[N:56][CH:57]=1. (7) The reactants are [NH2:1][CH2:2][C:3]1[C:4]([C:8]2[N:12]([C:13]3[CH:18]=[CH:17][C:16]([F:19])=[C:15]([Cl:20])[CH:14]=3)[C:11](=[O:21])[O:10][N:9]=2)=[N:5][O:6][N:7]=1.CCN(C(C)C)C(C)C.[Cl:31][CH2:32][CH2:33][CH2:34][S:35](Cl)(=[O:37])=[O:36]. The catalyst is C(Cl)Cl. The product is [Cl:31][CH2:32][CH2:33][CH2:34][S:35]([NH:1][CH2:2][C:3]1[C:4]([C:8]2[N:12]([C:13]3[CH:18]=[CH:17][C:16]([F:19])=[C:15]([Cl:20])[CH:14]=3)[C:11](=[O:21])[O:10][N:9]=2)=[N:5][O:6][N:7]=1)(=[O:37])=[O:36]. The yield is 0.200.